This data is from Forward reaction prediction with 1.9M reactions from USPTO patents (1976-2016). The task is: Predict the product of the given reaction. (1) Given the reactants [CH3:1][S:2]([O-:5])(=[O:4])=[O:3].C(N(C(C)C)C(C1C=CC(OCCCCO[C:22]2[CH:23]=[CH:24][C:25]3[O:29][N:28]=[C:27]([NH:30][C:31]([C@@H:33]([NH3+:35])[CH3:34])=[O:32])[C:26]=3[CH:36]=2)=C(OC)C=1)=O)(C)C.CS(O)(=O)=O.[CH:49]([N:52]([CH:83]([CH3:85])[CH3:84])[C:53]([C:55]1[CH:80]=[CH:79][C:58]([O:59][CH2:60][CH2:61][CH2:62][CH2:63][O:64]C2C=CC3ON=C(NC([NH2+]C)=O)C=3C=2)=[C:57]([O:81][CH3:82])[CH:56]=1)=[O:54])([CH3:51])[CH3:50].C([O:90][C:91]([NH:93][CH2:94]C(O)=O)=O)(C)(C)C, predict the reaction product. The product is: [CH3:1][S:2]([O-:5])(=[O:4])=[O:3].[CH:83]([N:52]([CH:49]([CH3:51])[CH3:50])[C:53]([C:55]1[CH:80]=[CH:79][C:58]([O:59][CH2:60][CH2:61][CH2:62][CH2:63][O:64][C:23]2[CH:22]=[CH:36][C:26]3[C:27]([NH:30][C:31]([C@@H:33]([NH:35][C:91]([NH2+:93][CH3:94])=[O:90])[CH3:34])=[O:32])=[N:28][O:29][C:25]=3[CH:24]=2)=[C:57]([O:81][CH3:82])[CH:56]=1)=[O:54])([CH3:84])[CH3:85]. (2) Given the reactants CCN(CC)CC.Cl.[CH3:9][S:10][C:11]1[CH:28]=[CH:27][C:14]([O:15][C:16]2[CH:21]=[CH:20][CH:19]=[CH:18][C:17]=2[CH:22]2[CH2:26][CH2:25][CH2:24][NH:23]2)=[CH:13][CH:12]=1.[F:29][C:30]([F:41])([F:40])[C:31](O[C:31](=[O:32])[C:30]([F:41])([F:40])[F:29])=[O:32], predict the reaction product. The product is: [CH3:9][S:10][C:11]1[CH:12]=[CH:13][C:14]([O:15][C:16]2[CH:21]=[CH:20][CH:19]=[CH:18][C:17]=2[CH:22]2[CH2:26][CH2:25][CH2:24][N:23]2[C:31](=[O:32])[C:30]([F:41])([F:40])[F:29])=[CH:27][CH:28]=1. (3) Given the reactants [Cl:1][C:2]1[CH:7]=[CH:6][C:5]([CH2:8][C:9]2[CH:14]=[CH:13][CH:12]=[CH:11][C:10]=2[C:15]2[C:16]([CH2:21][O:22]CC3C=CC(OC)=CC=3)=[N:17][O:18][C:19]=2[CH3:20])=[CH:4][CH:3]=1.C(Cl)Cl.C(C1C(=O)C(Cl)=C(Cl)C(=[O:40])C=1C#N)#N.C([O-])(O)=O.[Na+], predict the reaction product. The product is: [Cl:1][C:2]1[CH:7]=[CH:6][C:5]([C:8]([C:9]2[CH:14]=[CH:13][CH:12]=[CH:11][C:10]=2[C:15]2[C:16]([CH2:21][OH:22])=[N:17][O:18][C:19]=2[CH3:20])=[O:40])=[CH:4][CH:3]=1. (4) Given the reactants [CH2:1]([O:8][C:9]([N:11]1[CH2:17][CH:16]=[CH:15][CH2:14][CH2:13][CH2:12]1)=[O:10])[C:2]1[CH:7]=[CH:6][CH:5]=[CH:4][CH:3]=1.ClC1C=CC=C(C(OO)=[O:26])C=1.[Cl-].[NH4+].[N-:31]=[N+:32]=[N-:33].[Na+], predict the reaction product. The product is: [CH2:1]([O:8][C:9]([N:11]1[CH2:12][CH2:13][CH2:14][CH:15]([N:31]=[N+:32]=[N-:33])[CH:16]([OH:26])[CH2:17]1)=[O:10])[C:2]1[CH:3]=[CH:4][CH:5]=[CH:6][CH:7]=1. (5) Given the reactants [CH2:1]([C:3]1[C:11]2[C:10]([N:12]3[CH2:17][CH2:16][CH:15]([NH:18][C:19](=[O:26])[C:20]4[CH:25]=[CH:24][CH:23]=[CH:22][CH:21]=4)[CH2:14][CH2:13]3)=[N:9][CH:8]=[N:7][C:6]=2[N:5](S(C2C=CC=CC=2)(=O)=O)[CH:4]=1)[CH3:2].C(=O)([O-])[O-].[Cs+].[Cs+], predict the reaction product. The product is: [CH2:1]([C:3]1[C:11]2[C:6]([NH:7][CH:8]=[N:9][C:10]=2[N:12]2[CH2:17][CH2:16][CH:15]([NH:18][C:19](=[O:26])[C:20]3[CH:21]=[CH:22][CH:23]=[CH:24][CH:25]=3)[CH2:14][CH2:13]2)=[N:5][CH:4]=1)[CH3:2]. (6) Given the reactants C1CCC(N=C=NC2CCCCC2)CC1.Cl.[CH3:17][NH:18][C:19]([C:21]1[CH:22]=[C:23]([NH:27][CH:28]([C:32]2[CH:37]=[CH:36][CH:35]=[CH:34][CH:33]=2)[C:29]([OH:31])=[O:30])[CH:24]=[CH:25][CH:26]=1)=[O:20].C1C=CC2N(O)N=NC=2C=1.[N:48]12[CH2:55][CH2:54][CH:51]([CH2:52][CH2:53]1)[C@@H:50](O)[CH2:49]2, predict the reaction product. The product is: [CH3:17][NH:18][C:19]([C:21]1[CH:22]=[C:23]([NH:27][CH:28]([C:32]2[CH:37]=[CH:36][CH:35]=[CH:34][CH:33]=2)[C:29]([O:31][C@@H:50]2[CH:51]3[CH2:54][CH2:55][N:48]([CH2:53][CH2:52]3)[CH2:49]2)=[O:30])[CH:24]=[CH:25][CH:26]=1)=[O:20]. (7) Given the reactants [CH3:1][O:2][C:3]1[CH:19]=[C:18]([N+:20]([O-])=O)[CH:17]=[CH:16][C:4]=1[C:5]([NH:7][CH2:8][C:9]1[CH:10]=[N:11][C:12]([CH3:15])=[CH:13][CH:14]=1)=[O:6].C([O-])=O.[NH4+], predict the reaction product. The product is: [NH2:20][C:18]1[CH:17]=[CH:16][C:4]([C:5]([NH:7][CH2:8][C:9]2[CH:10]=[N:11][C:12]([CH3:15])=[CH:13][CH:14]=2)=[O:6])=[C:3]([O:2][CH3:1])[CH:19]=1. (8) Given the reactants [H-].[H-].[H-].[H-].[Li+].[Al+3].[CH2:7]([N:14]1[C:19](=O)[CH2:18][O:17][C@@H:16]2[CH2:21][CH2:22][C:23]([F:25])([F:24])[C@@H:15]12)[C:8]1[CH:13]=[CH:12][CH:11]=[CH:10][CH:9]=1.O, predict the reaction product. The product is: [CH2:7]([N:14]1[CH2:19][CH2:18][O:17][C@@H:16]2[CH2:21][CH2:22][C:23]([F:25])([F:24])[C@@H:15]12)[C:8]1[CH:9]=[CH:10][CH:11]=[CH:12][CH:13]=1. (9) The product is: [O:1]1[C:5]2[CH:6]=[CH:7][C:8]([C:10]3[O:11][C:12]([S:28]([CH3:18])(=[O:32])=[O:30])=[N:13][N:14]=3)=[CH:9][C:4]=2[CH2:3][CH2:2]1. Given the reactants [O:1]1[C:5]2[CH:6]=[CH:7][C:8]([C:10]3[O:11][C:12](SC)=[N:13][N:14]=3)=[CH:9][C:4]=2[CH2:3][CH2:2]1.Cl[C:18]1C=CC=C(C(OO)=O)C=1.[S:28]([O-:32])([O-])(=[O:30])=S.[Na+].[Na+], predict the reaction product.